From a dataset of Reaction yield outcomes from USPTO patents with 853,638 reactions. Predict the reaction yield, written as a fraction of the theoretical maximum amount of product (1.0 means a 100% yield; for example, 0.34 means a 34% yield). (1) The reactants are C([O:3][C:4]([C:6]1[CH:7]=[C:8]2[N:14]=[C:13]([C:15]3[CH:16]=[C:17]4[C:22](=[CH:23][CH:24]=3)[N:21]=[C:20]([C:25]3[CH:30]=[CH:29][CH:28]=[CH:27][C:26]=3[Br:31])[CH:19]=[CH:18]4)[N:12]([CH:32]3[CH2:37][CH2:36][CH2:35][CH2:34][CH2:33]3)[C:9]2=[N:10][CH:11]=1)=[O:5])C.[OH-].[Na+].Cl. The catalyst is CO. The product is [Br:31][C:26]1[CH:27]=[CH:28][CH:29]=[CH:30][C:25]=1[C:20]1[CH:19]=[CH:18][C:17]2[C:22](=[CH:23][CH:24]=[C:15]([C:13]3[N:12]([CH:32]4[CH2:33][CH2:34][CH2:35][CH2:36][CH2:37]4)[C:9]4=[N:10][CH:11]=[C:6]([C:4]([OH:5])=[O:3])[CH:7]=[C:8]4[N:14]=3)[CH:16]=2)[N:21]=1. The yield is 0.960. (2) The reactants are [Br:1][C:2]1[CH:3]=[C:4]([CH2:8]O)[CH:5]=[N:6][CH:7]=1.S(Cl)([Cl:12])=O. The catalyst is C(Cl)Cl. The product is [Br:1][C:2]1[CH:7]=[N:6][CH:5]=[C:4]([CH2:8][Cl:12])[CH:3]=1. The yield is 0.820.